From a dataset of Reaction yield outcomes from USPTO patents with 853,638 reactions. Predict the reaction yield, written as a fraction of the theoretical maximum amount of product (1.0 means a 100% yield; for example, 0.34 means a 34% yield). (1) The reactants are [N:1]1[O:2][N:3]=[C:4]2[CH:9]=[C:8]([C:10]#N)[CH:7]=[CH:6][C:5]=12.[OH:12]S(O)(=O)=O.[CH3:17][CH2:18][OH:19]. No catalyst specified. The product is [N:1]1[O:2][N:3]=[C:4]2[CH:9]=[C:8]([C:10]([O:19][CH2:18][CH3:17])=[O:12])[CH:7]=[CH:6][C:5]=12. The yield is 0.750. (2) The reactants are [C:1]12([C:7]3[C:11]4[CH2:12][NH:13][CH2:14][CH2:15][C:10]=4[NH:9][N:8]=3)[CH2:6][CH:5]1[CH2:4][CH2:3][CH2:2]2.[Cl:16][C:17]1[CH:22]=[CH:21][CH:20]=[C:19]([N:23]=[C:24]=[O:25])[CH:18]=1.O. The catalyst is C(Cl)Cl. The product is [C:1]12([C:7]3[C:11]4[CH2:12][N:13]([C:24]([NH:23][C:19]5[CH:20]=[CH:21][CH:22]=[C:17]([Cl:16])[CH:18]=5)=[O:25])[CH2:14][CH2:15][C:10]=4[NH:9][N:8]=3)[CH2:6][CH:5]1[CH2:4][CH2:3][CH2:2]2. The yield is 0.408. (3) The reactants are [CH3:1][N:2]1[C:10]2[C:5](=[CH:6][CH:7]=[C:8]([N:11]3[CH:16]=[CH:15][C:14]([C:17]4[CH:18]=[N:19][C:20]([CH3:23])=[CH:21][CH:22]=4)=[CH:13][C:12]3=[O:24])[CH:9]=2)[C:4]2[CH2:25][CH2:26][N:27](C(OC(C)(C)C)=O)[CH2:28][C:3]1=2.C1(N)C(F)=C(F)C(F)=C(N)C=1F.[ClH:48].Cl. No catalyst specified. The product is [ClH:48].[ClH:48].[CH3:1][N:2]1[C:10]2[C:5](=[CH:6][CH:7]=[C:8]([N:11]3[CH:16]=[CH:15][C:14]([C:17]4[CH:18]=[N:19][C:20]([CH3:23])=[CH:21][CH:22]=4)=[CH:13][C:12]3=[O:24])[CH:9]=2)[C:4]2[CH2:25][CH2:26][NH:27][CH2:28][C:3]1=2. The yield is 0.230. (4) The reactants are [NH2:1][CH2:2][CH2:3][OH:4].[N+:5]([C:8]1[CH:13]=[CH:12][CH:11]=[CH:10][C:9]=1[S:14](Cl)(=[O:16])=[O:15])([O-:7])=[O:6].N1C=CC=CC=1.O. The catalyst is CN(C)C=O. The product is [OH:4][CH2:3][CH2:2][NH:1][S:14]([C:9]1[CH:10]=[CH:11][CH:12]=[CH:13][C:8]=1[N+:5]([O-:7])=[O:6])(=[O:15])=[O:16]. The yield is 0.620. (5) The catalyst is C(Cl)(Cl)Cl. The product is [CH3:31][C:32]1[CH:37]=[CH:36][C:35]([C:38]([O:40][CH2:27][CH2:26][O:25][C:23]([NH:7][C:3]2([C:4]([OH:6])=[O:5])[CH2:2][CH2:1]2)=[O:24])=[O:39])=[CH:34][CH:33]=1. The reactants are [CH2:1]1[C:3]([NH2:7])([C:4]([OH:6])=[O:5])[CH2:2]1.Cl[Si](C)(C)C.CCN(C(C)C)C(C)C.Cl[C:23]([O:25][CH:26](Cl)[CH:27](C)C)=[O:24].[CH3:31][C:32]1[CH:33]=[CH:34][C:35]([C:38]([OH:40])=[O:39])=[CH:36][CH:37]=1. The yield is 0.143. (6) The reactants are [F:1][C:2]1[CH:18]=[C:17]([N+:19]([O-])=O)[CH:16]=[CH:15][C:3]=1[NH:4][CH2:5][CH2:6][CH2:7][CH2:8][N:9]1[CH2:14][CH2:13][O:12][CH2:11][CH2:10]1.CCOC(C)=O. The catalyst is [Pd].CO. The product is [F:1][C:2]1[CH:18]=[C:17]([NH2:19])[CH:16]=[CH:15][C:3]=1[NH:4][CH2:5][CH2:6][CH2:7][CH2:8][N:9]1[CH2:14][CH2:13][O:12][CH2:11][CH2:10]1. The yield is 1.00. (7) The reactants are I[C:2]1[CH:3]=[C:4]2[C:9](=[CH:10][CH:11]=1)[N:8]=[C:7]([C:12]1[CH:13]=[N:14][CH:15]=[CH:16][CH:17]=1)[N:6]=[C:5]2[OH:18].C1C=CC(P(C2C=CC=CC=2)C2C=CC=CC=2)=CC=1.[C:38]([O:42][CH3:43])(=[O:41])[CH:39]=[CH2:40].CCN(C(C)C)C(C)C. The catalyst is CN(C=O)C.CC([O-])=O.CC([O-])=O.[Pd+2]. The product is [OH:18][C:5]1[C:4]2[C:9](=[CH:10][CH:11]=[C:2]([CH:40]=[CH:39][C:38]([O:42][CH3:43])=[O:41])[CH:3]=2)[N:8]=[C:7]([C:12]2[CH:13]=[N:14][CH:15]=[CH:16][CH:17]=2)[N:6]=1. The yield is 0.490.